From a dataset of Peptide-MHC class I binding affinity with 185,985 pairs from IEDB/IMGT. Regression. Given a peptide amino acid sequence and an MHC pseudo amino acid sequence, predict their binding affinity value. This is MHC class I binding data. (1) The MHC is HLA-B51:01 with pseudo-sequence HLA-B51:01. The binding affinity (normalized) is 0.0847. The peptide sequence is ESMMGSTAM. (2) The peptide sequence is YYLEKANKI. The MHC is HLA-A29:02 with pseudo-sequence HLA-A29:02. The binding affinity (normalized) is 0.149. (3) The peptide sequence is AFLILPQAK. The MHC is HLA-A03:01 with pseudo-sequence HLA-A03:01. The binding affinity (normalized) is 0.0848. (4) The peptide sequence is ALYWALMES. The MHC is HLA-A69:01 with pseudo-sequence HLA-A69:01. The binding affinity (normalized) is 0.0847. (5) The peptide sequence is GLNKIVRMY. The MHC is HLA-B40:01 with pseudo-sequence HLA-B40:01. The binding affinity (normalized) is 0.